This data is from Reaction yield outcomes from USPTO patents with 853,638 reactions. The task is: Predict the reaction yield, written as a fraction of the theoretical maximum amount of product (1.0 means a 100% yield; for example, 0.34 means a 34% yield). The reactants are C([O:4][C@@H:5]1[CH2:9][C:8](=O)[N:7]([C@@H:11]2[CH2:16][CH2:15][CH2:14][CH2:13][C@H:12]2[O:17][CH2:18][CH2:19][C:20]2[CH:25]=[CH:24][C:23]([O:26][CH3:27])=[C:22]([O:28][CH2:29][C:30]3[CH:35]=[CH:34][CH:33]=[CH:32][CH:31]=3)[CH:21]=2)[C:6]1=O)(=O)C.[ClH:37]. The catalyst is C1COCC1. The product is [ClH:37].[CH2:29]([O:28][C:22]1[CH:21]=[C:20]([CH2:19][CH2:18][O:17][C@@H:12]2[CH2:13][CH2:14][CH2:15][CH2:16][C@H:11]2[N:7]2[CH2:8][CH2:9][C@@H:5]([OH:4])[CH2:6]2)[CH:25]=[CH:24][C:23]=1[O:26][CH3:27])[C:30]1[CH:31]=[CH:32][CH:33]=[CH:34][CH:35]=1. The yield is 0.890.